From a dataset of Forward reaction prediction with 1.9M reactions from USPTO patents (1976-2016). Predict the product of the given reaction. (1) The product is: [CH3:1][O:2][C:3](=[O:26])[C@H:4]([CH2:22][CH2:23][S:24][CH3:25])[NH:5][C:6](=[O:21])[C:7]1[CH:12]=[CH:11][C:10]([NH:13][C:28]([C:29]2[CH:30]=[N:31][CH:32]=[CH:33][CH:34]=2)=[O:35])=[CH:9][C:8]=1[C:14]1[CH:19]=[CH:18][CH:17]=[CH:16][C:15]=1[CH3:20]. Given the reactants [CH3:1][O:2][C:3](=[O:26])[C@H:4]([CH2:22][CH2:23][S:24][CH3:25])[NH:5][C:6](=[O:21])[C:7]1[CH:12]=[CH:11][C:10]([NH2:13])=[CH:9][C:8]=1[C:14]1[CH:19]=[CH:18][CH:17]=[CH:16][C:15]=1[CH3:20].Cl.[C:28](Cl)(=[O:35])[C:29]1[CH:34]=[CH:33][CH:32]=[N:31][CH:30]=1.C([O-])(O)=O.[Na+], predict the reaction product. (2) Given the reactants COC1OCC([CH2:9][O:10][C:11]2[CH:16]=[CH:15][N:14]=[C:13]([CH2:17][S:18]([C:20]3[NH:24][C:23]4[CH:25]=[CH:26][CH:27]=[CH:28][C:22]=4[N:21]=3)=[O:19])[C:12]=2[CH3:29])CO1.[Na:30].COC1OCC(COC2C=CN=C(CS(C3NC4C=CC=CC=4N=3)=O)C=2C)CO1.[CH3:60][O:61][CH2:62][C:63]1([CH2:69]CO)[O:68][CH2:67][CH2:66][CH2:65][O:64]1, predict the reaction product. The product is: [Na:30].[CH3:60][O:61][CH2:62][C:63]1([CH2:69][CH2:9][O:10][C:11]2[CH:16]=[CH:15][N:14]=[C:13]([CH2:17][S:18]([C:20]3[NH:24][C:23]4[CH:25]=[CH:26][CH:27]=[CH:28][C:22]=4[N:21]=3)=[O:19])[C:12]=2[CH3:29])[O:68][CH2:67][CH2:66][CH2:65][O:64]1. (3) Given the reactants [Cl:1][C:2]1[C:7]([C:8]2[CH:13]=[CH:12][CH:11]=[CH:10][CH:9]=2)=[N:6][N:5]=[C:4]2[NH:14][N:15]=[C:16]([C:17]3[CH:22]=[CH:21][CH:20]=[CH:19][CH:18]=3)[C:3]=12.[N:23]1[CH:28]=[CH:27][CH:26]=[CH:25][C:24]=1[CH2:29]O, predict the reaction product. The product is: [Cl:1][C:2]1[C:7]([C:8]2[CH:9]=[CH:10][CH:11]=[CH:12][CH:13]=2)=[N:6][N:5]=[C:4]2[N:14]([CH2:29][C:24]3[CH:25]=[CH:26][CH:27]=[CH:28][N:23]=3)[N:15]=[C:16]([C:17]3[CH:18]=[CH:19][CH:20]=[CH:21][CH:22]=3)[C:3]=12.